Dataset: Forward reaction prediction with 1.9M reactions from USPTO patents (1976-2016). Task: Predict the product of the given reaction. (1) Given the reactants [NH2:1][C:2]1[CH:10]=[C:9]([O:11][CH3:12])[CH:8]=[CH:7][C:3]=1[C:4]([OH:6])=[O:5].ClCCCl.[CH:17](=O)[CH2:18][CH3:19].C(O[BH-](OC(=O)C)OC(=O)C)(=O)C.[Na+], predict the reaction product. The product is: [CH3:12][O:11][C:9]1[CH:8]=[CH:7][C:3]([C:4]([OH:6])=[O:5])=[C:2]([NH:1][CH2:17][CH2:18][CH3:19])[CH:10]=1. (2) Given the reactants [C:1](=O)([O-])[O-].[K+].[K+].IC.[CH3:9][O:10][C:11]1[CH:12]=[C:13]2[C:18](=[CH:19][C:20]=1[O:21][CH3:22])[CH:17]=[N:16][CH:15]=[C:14]2[CH2:23][C:24]1[NH:32][C:31]2[C:30](=[O:33])[N:29]([CH3:34])[C:28](=[O:35])[N:27]([CH2:36][CH:37]([CH3:39])[CH3:38])[C:26]=2[N:25]=1, predict the reaction product. The product is: [CH3:9][O:10][C:11]1[CH:12]=[C:13]2[C:18](=[CH:19][C:20]=1[O:21][CH3:22])[CH:17]=[N:16][CH:15]=[C:14]2[CH2:23][C:24]1[N:32]([CH3:1])[C:31]2[C:30](=[O:33])[N:29]([CH3:34])[C:28](=[O:35])[N:27]([CH2:36][CH:37]([CH3:39])[CH3:38])[C:26]=2[N:25]=1. (3) Given the reactants C([O:8][C:9]1[C:14]2[C:15]([NH:23][C:24]3[CH:29]=[CH:28][C:27]([S:30]([N:33]([CH3:35])[CH3:34])(=[O:32])=[O:31])=[CH:26][CH:25]=3)=[N:16][N:17]([CH:18]([CH3:22])[CH2:19][C:20]#[N:21])[C:13]=2[CH:12]=[CH:11][N:10]=1)C1C=CC=CC=1.C(OCC)(=O)C.[H][H], predict the reaction product. The product is: [C:20]([CH2:19][CH:18]([N:17]1[C:13]2[CH:12]=[CH:11][NH:10][C:9](=[O:8])[C:14]=2[C:15]([NH:23][C:24]2[CH:29]=[CH:28][C:27]([S:30]([N:33]([CH3:35])[CH3:34])(=[O:32])=[O:31])=[CH:26][CH:25]=2)=[N:16]1)[CH3:22])#[N:21]. (4) Given the reactants [CH3:1][O:2][C:3]1[CH:4]=[C:5]([CH:12]=[CH:13][C:14]=1[N+:15]([O-])=O)[O:6][CH2:7][CH2:8][N:9]([CH3:11])[CH3:10].[H][H], predict the reaction product. The product is: [CH3:10][N:9]([CH3:11])[CH2:8][CH2:7][O:6][C:5]1[CH:12]=[CH:13][C:14]([NH2:15])=[C:3]([O:2][CH3:1])[CH:4]=1. (5) The product is: [CH2:1]([C:9]1[CH:10]=[C:11]([CH:12]=[C:13]([CH2:15][CH2:16][C:17]2[CH:22]=[CH:21][CH:20]=[CH:19][CH:18]=2)[CH:14]=1)[CH:23]=[O:24])[CH2:2][C:3]1[CH:4]=[CH:5][CH:6]=[CH:7][CH:8]=1. Given the reactants [CH2:1]([C:9]1[CH:10]=[C:11]([CH2:23][OH:24])[CH:12]=[C:13]([CH2:15][CH2:16][C:17]2[CH:22]=[CH:21][CH:20]=[CH:19][CH:18]=2)[CH:14]=1)[CH2:2][C:3]1[CH:8]=[CH:7][CH:6]=[CH:5][CH:4]=1.[Cr](Cl)([O-])(=O)=O.[NH+]1C=CC=CC=1, predict the reaction product. (6) Given the reactants [CH3:1][O:2][C:3]1[CH:29]=[CH:28][C:6]([CH2:7][N:8]2[CH:12]=[C:11]([C:13]3[CH:18]=[CH:17][N:16]=[CH:15][CH:14]=3)[C:10]([C:19]3[CH:24]=[CH:23][CH:22]=[C:21]([N+:25]([O-:27])=[O:26])[CH:20]=3)=[N:9]2)=[CH:5][CH:4]=1.ClC1C=CC=C(C(OO)=[O:38])C=1, predict the reaction product. The product is: [CH3:1][O:2][C:3]1[CH:4]=[CH:5][C:6]([CH2:7][N:8]2[CH:12]=[C:11]([C:13]3[CH:14]=[CH:15][N+:16]([O-:38])=[CH:17][CH:18]=3)[C:10]([C:19]3[CH:24]=[CH:23][CH:22]=[C:21]([N+:25]([O-:27])=[O:26])[CH:20]=3)=[N:9]2)=[CH:28][CH:29]=1. (7) Given the reactants [H-].[Na+].[CH3:3][C@@H:4]1[CH2:9][NH:8][C:7](=[O:10])[CH2:6][O:5]1.[CH3:11][O:12][CH2:13]Cl, predict the reaction product. The product is: [CH3:11][O:12][CH2:13][N:8]1[CH2:9][C@@H:4]([CH3:3])[O:5][CH2:6][C:7]1=[O:10]. (8) Given the reactants [C:1](#[N:4])[CH:2]=[CH2:3].[C:5](O)([C:7](F)(F)F)=O.[CH2:12]([NH2:19])[C:13]1[CH:18]=[CH:17][CH:16]=[CH:15][CH:14]=1.C([O-])(O)=O.[Na+], predict the reaction product. The product is: [CH2:12]([N:19]1[CH2:7][CH2:5][CH:2]([C:1]#[N:4])[CH2:3]1)[C:13]1[CH:18]=[CH:17][CH:16]=[CH:15][CH:14]=1. (9) Given the reactants [CH2:1]([N:8]1[C@@H:13]2[C@H:14]([C:16]3[NH:20][N:19]=[N:18][N:17]=3)[CH2:15][C@@:9]1([C:40]1[CH:45]=[CH:44][CH:43]=[CH:42][CH:41]=1)[C@H:10]([O:21][C@H:22]([C:26]1[CH:31]=[C:30]([C:32]([F:35])([F:34])[F:33])[CH:29]=[C:28]([C:36]([F:39])([F:38])[F:37])[CH:27]=1)[CH2:23][O:24][CH3:25])[CH2:11][CH2:12]2)[C:2]1[CH:7]=[CH:6][CH:5]=[CH:4][CH:3]=1.CI.[C:48](=O)([O-])[O-].[K+].[K+], predict the reaction product. The product is: [CH2:1]([N:8]1[C@@H:13]2[C@H:14]([C:16]3[NH:17][N:18]([CH3:48])[NH:19][N:20]=3)[CH2:15][C@@:9]1([C:40]1[CH:45]=[CH:44][CH:43]=[CH:42][CH:41]=1)[C@H:10]([O:21][C@H:22]([C:26]1[CH:31]=[C:30]([C:32]([F:33])([F:34])[F:35])[CH:29]=[C:28]([C:36]([F:38])([F:39])[F:37])[CH:27]=1)[CH2:23][O:24][CH3:25])[CH2:11][CH2:12]2)[C:2]1[CH:7]=[CH:6][CH:5]=[CH:4][CH:3]=1.